From a dataset of Full USPTO retrosynthesis dataset with 1.9M reactions from patents (1976-2016). Predict the reactants needed to synthesize the given product. (1) Given the product [CH3:1][O:3][C:4](=[O:39])[C:5]1[CH:10]=[CH:9][C:8]([NH:11][C:12](=[O:38])[CH:13]([N:20]2[C:24]3[CH:25]=[C:26]([F:30])[C:27]([F:29])=[CH:28][C:23]=3[N:22]=[C:21]2[C:31]2[CH:32]=[CH:33][C:34]([Cl:37])=[CH:35][CH:36]=2)[CH:14]2[CH2:19][CH2:18][CH2:17][CH2:16][CH2:15]2)=[C:7]([Cl:51])[CH:6]=1, predict the reactants needed to synthesize it. The reactants are: [CH2:1]([O:3][C:4](=[O:39])[C:5]1[CH:10]=[CH:9][C:8]([NH:11][C:12](=[O:38])[CH:13]([N:20]2[C:24]3[CH:25]=[C:26]([F:30])[C:27]([F:29])=[CH:28][C:23]=3[N:22]=[C:21]2[C:31]2[CH:36]=[CH:35][C:34]([Cl:37])=[CH:33][CH:32]=2)[CH:14]2[CH2:19][CH2:18][CH2:17][CH2:16][CH2:15]2)=[CH:7][CH:6]=1)C.NC1C=CC(C(OC)=O)=CC=1[Cl:51]. (2) Given the product [C:32]([O:31][C:29]([N:26]1[CH2:27][CH2:28][CH:24]([N:21]2[CH2:22][CH2:23][CH:18]([N:17]3[C:16]4[CH:36]=[CH:37][CH:38]=[CH:39][C:15]=4[N:14]([C:2]([O:4][CH2:5][C:6]4[CH:11]=[CH:10][CH:9]=[CH:8][CH:7]=4)=[O:3])[C:13]3=[O:12])[CH2:19][CH2:20]2)[CH2:25]1)=[O:30])([CH3:35])([CH3:33])[CH3:34], predict the reactants needed to synthesize it. The reactants are: Cl[C:2]([O:4][CH2:5][C:6]1[CH:11]=[CH:10][CH:9]=[CH:8][CH:7]=1)=[O:3].[O:12]=[C:13]1[N:17]([CH:18]2[CH2:23][CH2:22][N:21]([CH:24]3[CH2:28][CH2:27][N:26]([C:29]([O:31][C:32]([CH3:35])([CH3:34])[CH3:33])=[O:30])[CH2:25]3)[CH2:20][CH2:19]2)[C:16]2[CH:36]=[CH:37][CH:38]=[CH:39][C:15]=2[NH:14]1.C(N(C(C)C)CC)(C)C. (3) The reactants are: Br[C:2]1[N:6]=[C:5]([N:7]2[CH2:12][CH2:11][N:10]([CH2:13][CH2:14][C:15]3[CH:20]=[CH:19][C:18]([O:21][CH3:22])=[CH:17][CH:16]=3)[CH2:9][CH2:8]2)[S:4][N:3]=1.Cl.[F:24][C:25]1([F:31])[CH2:30][CH2:29][NH:28][CH2:27][CH2:26]1.CCN(C(C)C)C(C)C. Given the product [F:24][C:25]1([F:31])[CH2:30][CH2:29][N:28]([C:2]2[N:6]=[C:5]([N:7]3[CH2:12][CH2:11][N:10]([CH2:13][CH2:14][C:15]4[CH:20]=[CH:19][C:18]([O:21][CH3:22])=[CH:17][CH:16]=4)[CH2:9][CH2:8]3)[S:4][N:3]=2)[CH2:27][CH2:26]1, predict the reactants needed to synthesize it. (4) Given the product [F:17][C:9]1[CH:10]=[C:11]2[C:6](=[CH:7][CH:8]=1)[N:5]=[CH:4][C:3]([C:12]([O:14][CH2:15][CH3:16])=[O:13])=[C:2]2[OH:1], predict the reactants needed to synthesize it. The reactants are: [OH:1][C:2]1[C:11]2[C:6](=[CH:7][CH:8]=[CH:9][CH:10]=2)[N:5]=[CH:4][C:3]=1[C:12]([O:14][CH2:15][CH3:16])=[O:13].[F:17]C1C=CC(N)=CC=1.